From a dataset of Catalyst prediction with 721,799 reactions and 888 catalyst types from USPTO. Predict which catalyst facilitates the given reaction. (1) Reactant: [CH3:1][O:2][C:3]1[CH:4]=[C:5]2[C:10](=[CH:11][C:12]=1[O:13][CH3:14])[N:9]=[CH:8][N:7]=[C:6]2[O:15][C:16]1[CH:22]=[CH:21][C:19]([NH2:20])=[C:18]([N+:23]([O-:25])=[O:24])[CH:17]=1.C(N(CC)CC)C.ClC(Cl)(O[C:37](=[O:43])OC(Cl)(Cl)Cl)Cl.[CH2:45]([N:47]([C:51]1[CH:56]=[CH:55][CH:54]=[C:53]([CH3:57])[CH:52]=1)[CH2:48][CH2:49][NH2:50])[CH3:46]. Product: [CH3:1][O:2][C:3]1[CH:4]=[C:5]2[C:10](=[CH:11][C:12]=1[O:13][CH3:14])[N:9]=[CH:8][N:7]=[C:6]2[O:15][C:16]1[CH:22]=[CH:21][C:19]([NH:20][C:37]([NH:50][CH2:49][CH2:48][N:47]([CH2:45][CH3:46])[C:51]2[CH:56]=[CH:55][CH:54]=[C:53]([CH3:57])[CH:52]=2)=[O:43])=[C:18]([N+:23]([O-:25])=[O:24])[CH:17]=1. The catalyst class is: 146. (2) Reactant: [NH:1]([C:3]([N:5]1[CH2:10][CH2:9][N:8]([CH2:11][C:12]([O:14][CH3:15])=[O:13])[CH2:7][CH2:6]1)=[S:4])[NH2:2].[Cl:16][C:17]1[CH:18]=[C:19]([C:24]2[S:25][CH:26]=[C:27]([C:30]([CH3:32])=O)[C:28]=2[OH:29])[CH:20]=[CH:21][C:22]=1[Cl:23].CN(C)C=O.Cl. Product: [Cl:16][C:17]1[CH:18]=[C:19]([C:24]2[S:25][CH:26]=[C:27]([C:30](=[N:2][NH:1][C:3]([N:5]3[CH2:6][CH2:7][N:8]([CH2:11][C:12]([O:14][CH3:15])=[O:13])[CH2:9][CH2:10]3)=[S:4])[CH3:32])[C:28]=2[OH:29])[CH:20]=[CH:21][C:22]=1[Cl:23]. The catalyst class is: 6. (3) Product: [CH3:16][O:15][C:13](=[O:14])[C:12]1[CH:17]=[CH:18][C:9]([N:5]2[CH2:6][CH2:7][CH:2]([OH:1])[CH2:3][CH2:4]2)=[C:10]([CH3:19])[CH:11]=1. Reactant: [OH:1][CH:2]1[CH2:7][CH2:6][NH:5][CH2:4][CH2:3]1.Br[C:9]1[CH:18]=[CH:17][C:12]([C:13]([O:15][CH3:16])=[O:14])=[CH:11][C:10]=1[CH3:19].C1C=CC(P(C2C=CC3C(=CC=CC=3)C=2C2C3C(=CC=CC=3)C=CC=2P(C2C=CC=CC=2)C2C=CC=CC=2)C2C=CC=CC=2)=CC=1.C(=O)([O-])[O-].[Cs+].[Cs+]. The catalyst class is: 160. (4) Reactant: [Br:1][C:2]1[CH:20]=[CH:19][C:5]([CH2:6][C:7]2[CH:8]=[N:9][C:10]3[N:11]([N:13]=[CH:14][C:15]=3[C:16]([OH:18])=O)[CH:12]=2)=[CH:4][CH:3]=1.[NH2:21][CH2:22][CH2:23][OH:24].CN(C(ON1N=NC2C=CC=CC1=2)=[N+](C)C)C.[B-](F)(F)(F)F.C(N(CC)CC)C. Product: [Br:1][C:2]1[CH:3]=[CH:4][C:5]([CH2:6][C:7]2[CH:8]=[N:9][C:10]3[N:11]([N:13]=[CH:14][C:15]=3[C:16]([NH:21][CH2:22][CH2:23][OH:24])=[O:18])[CH:12]=2)=[CH:19][CH:20]=1. The catalyst class is: 3. (5) Reactant: OC1C(=O)NN=C(CCC2C=CC=CC=2)C=1.C([O:24][C:25]1[N:26]=[N:27][C:28]([C:39]#[C:40][C:41]2[CH:46]=[CH:45][C:44]([O:47][CH3:48])=[C:43]([O:49][CH3:50])[CH:42]=2)=[CH:29][C:30]=1[O:31]CC1C=CC=CC=1)C1C=CC=CC=1.C(O)C. Product: [CH3:50][O:49][C:43]1[CH:42]=[C:41]([CH2:40][CH2:39][C:28]2[CH:29]=[C:30]([OH:31])[C:25](=[O:24])[NH:26][N:27]=2)[CH:46]=[CH:45][C:44]=1[O:47][CH3:48]. The catalyst class is: 7. (6) Reactant: Cl[C:2]1[N:7]=[C:6]([NH:8][CH:9]2[CH2:11][CH2:10]2)[N:5]=[C:4]([C:12]2[CH:17]=[CH:16][CH:15]=[C:14]([Cl:18])[CH:13]=2)[C:3]=1[C:19]#[N:20].[SH:21][CH2:22][C:23]([NH2:25])=[O:24].C(=O)([O-])[O-].[Na+].[Na+].[O-]CC.[Na+]. Product: [NH2:20][C:19]1[C:3]2[C:4]([C:12]3[CH:17]=[CH:16][CH:15]=[C:14]([Cl:18])[CH:13]=3)=[N:5][C:6]([NH:8][CH:9]3[CH2:11][CH2:10]3)=[N:7][C:2]=2[S:21][C:22]=1[C:23]([NH2:25])=[O:24]. The catalyst class is: 8. (7) Product: [C:1]([C:5]1([SiH2:11][C:12]([O:28][C:29]([C:48]2[CH:49]=[N:50][C:51]([CH2:54][CH3:55])=[CH:52][CH:53]=2)([SiH2:41][C:42]2[CH:47]=[CH:46][CH:45]=[CH:44][CH:43]=2)[SiH2:30][C:31]2([C:37]([CH3:38])([CH3:40])[CH3:39])[CH:32]=[CH:33][CH:34]=[CH:35][CH2:36]2)([C:20]2[CH:21]=[N:22][C:23]([CH2:26][CH3:27])=[CH:24][CH:25]=2)[SiH2:13][C:14]2[CH:15]=[CH:16][CH:17]=[CH:18][CH:19]=2)[CH:6]=[CH:7][CH:8]=[CH:9][CH2:10]1)([CH3:2])([CH3:3])[CH3:4]. Reactant: [C:1]([C:5]1([SiH2:11][C:12]([O:28][C:29]([C:48]2[CH:49]=[N:50][C:51]([CH:54]=[CH2:55])=[CH:52][CH:53]=2)([SiH2:41][C:42]2[CH:47]=[CH:46][CH:45]=[CH:44][CH:43]=2)[SiH2:30][C:31]2([C:37]([CH3:40])([CH3:39])[CH3:38])[CH:36]=[CH:35][CH:34]=[CH:33][CH2:32]2)([C:20]2[CH:21]=[N:22][C:23]([CH:26]=[CH2:27])=[CH:24][CH:25]=2)[SiH2:13][C:14]2[CH:19]=[CH:18][CH:17]=[CH:16][CH:15]=2)[CH:10]=[CH:9][CH:8]=[CH:7][CH2:6]1)([CH3:4])([CH3:3])[CH3:2]. The catalyst class is: 586.